The task is: Predict the reaction yield, written as a fraction of the theoretical maximum amount of product (1.0 means a 100% yield; for example, 0.34 means a 34% yield).. This data is from Reaction yield outcomes from USPTO patents with 853,638 reactions. (1) The reactants are [Cl:1][C:2]1[CH:3]=[N+:4]([O-:25])[CH:5]=[C:6]([Cl:24])[C:7]=1[CH2:8][CH:9]([C:11]1[CH:16]=[CH:15][C:14]([O:17][CH3:18])=[C:13]([O:19][CH2:20][CH:21]2[CH2:23][CH2:22]2)[CH:12]=1)[OH:10].C(Cl)CCl.[CH3:30][N:31]([CH3:51])[C:32]([C:34]1[CH:35]=[C:36]([S:40]([N:43]2[CH2:47][CH2:46][S:45][C@H:44]2[C:48](O)=[O:49])(=[O:42])=[O:41])[CH:37]=[CH:38][CH:39]=1)=[O:33]. The product is [Cl:24][C:6]1[CH:5]=[N+:4]([O-:25])[CH:3]=[C:2]([Cl:1])[C:7]=1[CH2:8][CH:9]([C:11]1[CH:16]=[CH:15][C:14]([O:17][CH3:18])=[C:13]([O:19][CH2:20][CH:21]2[CH2:23][CH2:22]2)[CH:12]=1)[O:10][C:48]([C@H:44]1[N:43]([S:40]([C:36]2[CH:37]=[CH:38][CH:39]=[C:34]([C:32](=[O:33])[N:31]([CH3:30])[CH3:51])[CH:35]=2)(=[O:42])=[O:41])[CH2:47][CH2:46][S:45]1)=[O:49]. The catalyst is CN(C1C=CN=CC=1)C.C(Cl)Cl. The yield is 0.410. (2) The reactants are C(N[C:5]1[CH:10]=[CH:9][C:8]([OH:11])=[CH:7][C:6]=1[Cl:12])(=O)C.N([O-])=O.[Na+].[CH2:17]1CCCCC1.[I-:23].[K+]. The catalyst is Cl.ClCCl. The product is [Cl:12][C:6]1[CH:7]=[C:8]([O:11][CH3:17])[CH:9]=[CH:10][C:5]=1[I:23]. The yield is 0.520. (3) The reactants are [C:1]([O:5][C:6]([N:8]1[CH2:12][C@@H:11]([CH2:13][OH:14])[CH2:10][C@H:9]1[C:15]([O:17][C:18]([CH3:21])([CH3:20])[CH3:19])=[O:16])=[O:7])([CH3:4])([CH3:3])[CH3:2].S([O-])(O[CH3:26])(=O)=O.[OH-].[Na+]. The catalyst is C(OCC)(=O)C.[N+](CCCC)(CCCC)(CCCC)CCCC.[Br-]. The product is [C:1]([O:5][C:6]([N:8]1[CH2:12][C@@H:11]([CH2:13][O:14][CH3:26])[CH2:10][C@H:9]1[C:15]([O:17][C:18]([CH3:21])([CH3:20])[CH3:19])=[O:16])=[O:7])([CH3:3])([CH3:4])[CH3:2]. The yield is 0.952.